This data is from Catalyst prediction with 721,799 reactions and 888 catalyst types from USPTO. The task is: Predict which catalyst facilitates the given reaction. (1) The catalyst class is: 11. Product: [O:24]1[CH2:28][CH2:27][CH:26]([NH:29][C:3]([C:5]2[O:9][N:8]=[C:7]([O:10][CH2:11][C:12]3[C:13]([C:18]4[CH:19]=[CH:20][CH:21]=[CH:22][CH:23]=4)=[N:14][O:15][C:16]=3[CH3:17])[CH:6]=2)=[O:4])[CH2:25]1. Reactant: CO[C:3]([C:5]1[O:9][N:8]=[C:7]([O:10][CH2:11][C:12]2[C:13]([C:18]3[CH:23]=[CH:22][CH:21]=[CH:20][CH:19]=3)=[N:14][O:15][C:16]=2[CH3:17])[CH:6]=1)=[O:4].[O:24]1[CH2:28][CH2:27][CH:26]([NH2:29])[CH2:25]1.N12CCCNC1=NCCC2. (2) Reactant: C([N:8]1[CH2:14][C:13]2[N:15]=[C:16]([Cl:24])[C:17]([N:19]([CH3:23])[CH:20]([CH3:22])[CH3:21])=[N:18][C:12]=2[O:11][CH2:10][CH2:9]1)C1C=CC=CC=1.ClC(OC(Cl)C)=O. Product: [ClH:24].[Cl:24][C:16]1[C:17]([N:19]([CH3:23])[CH:20]([CH3:21])[CH3:22])=[N:18][C:12]2[O:11][CH2:10][CH2:9][NH:8][CH2:14][C:13]=2[N:15]=1. The catalyst class is: 11. (3) Product: [ClH:32].[S:1]1[CH:5]=[CH:4][C:3]2[C:6]([N:10]3[CH2:15][CH2:14][N:13]([CH2:16][CH2:17][CH2:18][CH2:19][CH2:20][N:21]4[C:30]5[C:25](=[CH:26][CH:27]=[CH:28][CH:29]=5)[CH:24]=[CH:23][C:22]4=[O:31])[CH2:12][CH2:11]3)=[CH:7][CH:8]=[CH:9][C:2]1=2. Reactant: [S:1]1[CH:5]=[CH:4][C:3]2[C:6]([N:10]3[CH2:15][CH2:14][N:13]([CH2:16][CH2:17][CH2:18][CH2:19][CH2:20][N:21]4[C:30]5[C:25](=[CH:26][CH:27]=[CH:28][CH:29]=5)[CH:24]=[CH:23][C:22]4=[O:31])[CH2:12][CH2:11]3)=[CH:7][CH:8]=[CH:9][C:2]1=2.[Cl:32]CCCCCN1C2C(=CC=CC=2)C=CC1=O.C(O)C.Cl. The catalyst class is: 8. (4) Reactant: [CH2:1]([O:4][CH2:5][C:6]12[CH2:27][N:10]3C(C4C=CC=CC=4)[N:12](C(C4C=CC=CC=4)[N:8](C3C3C=CC=CC=3)[CH2:7]1)[CH2:13]2)[CH:2]=[CH2:3].[ClH:34]. Product: [ClH:34].[ClH:34].[ClH:34].[NH2:12][CH2:13][C:6]([CH2:27][NH2:10])([CH2:5][O:4][CH2:1][CH:2]=[CH2:3])[CH2:7][NH2:8]. The catalyst class is: 7.